Dataset: Catalyst prediction with 721,799 reactions and 888 catalyst types from USPTO. Task: Predict which catalyst facilitates the given reaction. (1) Reactant: [F:1][C:2]1[CH:3]=[C:4]([C:8]([NH:10][C:11]2[CH:16]=[CH:15][C:14]([S:17]([CH:20]([CH2:25][CH2:26][N:27]3[C:32](=[O:33])[C:31]4[CH:34]=[CH:35][CH:36]=[CH:37][C:30]=4[N:29]=[N:28]3)[C:21]([O:23]C)=[O:22])(=[O:19])=[O:18])=[CH:13][CH:12]=2)=[O:9])[CH:5]=[CH:6][CH:7]=1.CO.O.[OH-].[Li+]. Product: [F:1][C:2]1[CH:3]=[C:4]([C:8]([NH:10][C:11]2[CH:12]=[CH:13][C:14]([S:17]([CH:20]([CH2:25][CH2:26][N:27]3[C:32](=[O:33])[C:31]4[CH:34]=[CH:35][CH:36]=[CH:37][C:30]=4[N:29]=[N:28]3)[C:21]([OH:23])=[O:22])(=[O:19])=[O:18])=[CH:15][CH:16]=2)=[O:9])[CH:5]=[CH:6][CH:7]=1. The catalyst class is: 7. (2) Reactant: C(OC([NH:8][CH:9]1[CH2:14][CH2:13][N:12]([C:15]2[N:20]=[C:19]([C:21]3[C:29]4[C:24](=[CH:25][CH:26]=[C:27]([C:30]([O:32][CH3:33])=[O:31])[CH:28]=4)[N:23](C(OC(C)(C)C)=O)[CH:22]=3)[CH:18]=[N:17][CH:16]=2)[CH2:11][CH2:10]1)=O)(C)(C)C.C(O)(C(F)(F)F)=O. Product: [NH2:8][CH:9]1[CH2:10][CH2:11][N:12]([C:15]2[N:20]=[C:19]([C:21]3[C:29]4[C:24](=[CH:25][CH:26]=[C:27]([C:30]([O:32][CH3:33])=[O:31])[CH:28]=4)[NH:23][CH:22]=3)[CH:18]=[N:17][CH:16]=2)[CH2:13][CH2:14]1. The catalyst class is: 22. (3) Reactant: [C:1]([C:3]1[C:8](=[O:9])[N:7]([C:10]2[CH:15]=[CH:14][C:13]([CH3:16])=[C:12]([CH3:17])[CH:11]=2)[C:6]([C:18]2[CH:23]=[CH:22][C:21]([S:24][CH3:25])=[CH:20][CH:19]=2)=[N:5][C:4]=1SC)#[N:2].[CH3:28][NH2:29]. Product: [C:1]([C:3]1[C:8](=[O:9])[N:7]([C:10]2[CH:15]=[CH:14][C:13]([CH3:16])=[C:12]([CH3:17])[CH:11]=2)[C:6]([C:18]2[CH:23]=[CH:22][C:21]([S:24][CH3:25])=[CH:20][CH:19]=2)=[N:5][C:4]=1[NH:29][CH3:28])#[N:2]. The catalyst class is: 8. (4) Reactant: CS(C)=O.C(Cl)(=O)C(Cl)=O.[CH2:11]([C:15]1[N:16]([CH2:28][CH2:29][CH2:30][CH:31]([C:33]2[CH:38]=[CH:37][CH:36]=[CH:35][CH:34]=2)[OH:32])[C:17]2[C:26]3[CH:25]=[CH:24][CH:23]=[CH:22][C:21]=3[N:20]=[CH:19][C:18]=2[N:27]=1)[CH2:12][CH2:13][CH3:14].C(N(CC)CC)C. Product: [CH2:11]([C:15]1[N:16]([CH2:28][CH2:29][CH2:30][C:31]([C:33]2[CH:34]=[CH:35][CH:36]=[CH:37][CH:38]=2)=[O:32])[C:17]2[C:26]3[CH:25]=[CH:24][CH:23]=[CH:22][C:21]=3[N:20]=[CH:19][C:18]=2[N:27]=1)[CH2:12][CH2:13][CH3:14]. The catalyst class is: 526. (5) Reactant: [ClH:1].O1CCOCC1.C(OC(=O)[NH:14][CH:15]([C:32]1[CH:37]=[CH:36][C:35]([C:38]#[N:39])=[CH:34][C:33]=1[S:40]([CH2:43][CH3:44])(=[O:42])=[O:41])[C:16]1[C:20](=[O:21])[CH2:19][CH2:18][C:17]=1[NH:22][C:23]1[CH:28]=[CH:27][CH:26]=[C:25]([CH:29]([F:31])[F:30])[CH:24]=1)(C)(C)C. Product: [ClH:1].[NH2:14][CH:15]([C:16]1[C:20](=[O:21])[CH2:19][CH2:18][C:17]=1[NH:22][C:23]1[CH:28]=[CH:27][CH:26]=[C:25]([CH:29]([F:31])[F:30])[CH:24]=1)[C:32]1[CH:37]=[CH:36][C:35]([C:38]#[N:39])=[CH:34][C:33]=1[S:40]([CH2:43][CH3:44])(=[O:42])=[O:41]. The catalyst class is: 10.